From a dataset of Catalyst prediction with 721,799 reactions and 888 catalyst types from USPTO. Predict which catalyst facilitates the given reaction. (1) Product: [C:21]([O:25][C:26]([N:28]1[CH2:37][C:36]([CH3:39])([CH3:38])[C:35]2[C:30](=[CH:31][C:32]([NH:40][C:14](=[O:16])[C:13]3[CH:17]=[CH:18][CH:19]=[CH:20][C:12]=3[NH:11][CH:9]([C:7]3[CH:6]=[CH:5][N:4]=[C:3]([NH:2][CH3:1])[N:8]=3)[CH3:10])=[CH:33][CH:34]=2)[CH2:29]1)=[O:27])([CH3:24])([CH3:22])[CH3:23]. The catalyst class is: 2. Reactant: [CH3:1][NH:2][C:3]1[N:8]=[C:7]([CH:9]([NH:11][C:12]2[CH:20]=[CH:19][CH:18]=[CH:17][C:13]=2[C:14]([OH:16])=O)[CH3:10])[CH:6]=[CH:5][N:4]=1.[C:21]([O:25][C:26]([N:28]1[CH2:37][C:36]([CH3:39])([CH3:38])[C:35]2[C:30](=[CH:31][C:32]([NH2:40])=[CH:33][CH:34]=2)[CH2:29]1)=[O:27])([CH3:24])([CH3:23])[CH3:22].CN(C(ON1N=NC2C=CC=CC1=2)=[N+](C)C)C.[B-](F)(F)(F)F.CCN(C(C)C)C(C)C. (2) Reactant: [CH3:1][O:2][C:3]1[CH:4]=[CH:5][C:6]2[CH2:12][C:11](=[O:13])[CH2:10][CH2:9][CH2:8][C:7]=2[CH:14]=1.[Li+].C[Si]([N-][Si](C)(C)C)(C)C.[CH:25](=O)[CH3:26]. Product: [CH:25](=[C:12]1/[C:11](=[O:13])[CH2:10][CH2:9][CH2:8][C:7]2[CH:14]=[C:3]([O:2][CH3:1])[CH:4]=[CH:5][C:6]/1=2)\[CH3:26]. The catalyst class is: 1. (3) Reactant: [F:1][C:2]([F:7])([F:6])[C:3]([OH:5])=[O:4].CC(OC(=O)[NH:14][CH2:15][C:16](=[O:23])[NH:17][CH2:18][C:19]([F:22])([F:21])[F:20])(C)C. Product: [F:1][C:2]([F:7])([F:6])[C:3]([OH:5])=[O:4].[NH2:14][CH2:15][C:16]([NH:17][CH2:18][C:19]([F:22])([F:21])[F:20])=[O:23]. The catalyst class is: 4. (4) Reactant: Cl.Cl.[NH:3]1[CH2:8][CH2:7][CH:6](/[CH:9]=[C:10]2/[C:11]([NH:16][CH2:17][C:18]#[CH:19])=[N:12][C:13](=[O:15])[S:14]/2)[CH2:5][CH2:4]1.[F:20][C:21]([F:32])([F:31])[O:22][C:23]1[CH:30]=[CH:29][CH:28]=[CH:27][C:24]=1[CH:25]=O.C(O[BH-](OC(=O)C)OC(=O)C)(=O)C.[Na+].C(=O)([O-])O.[Na+]. Product: [CH2:17]([NH:16][C:11]1=[N:12][C:13](=[O:15])[S:14]/[C:10]/1=[CH:9]\[CH:6]1[CH2:7][CH2:8][N:3]([CH2:25][C:24]2[CH:27]=[CH:28][CH:29]=[CH:30][C:23]=2[O:22][C:21]([F:20])([F:31])[F:32])[CH2:4][CH2:5]1)[C:18]#[CH:19]. The catalyst class is: 338. (5) Reactant: [S:1]1[CH:5]=[CH:4][CH:3]=[C:2]1[C:6]([NH:8][CH2:9][C:10]([OH:12])=[O:11])=O.[CH3:13][N:14]1[C:18]([CH3:19])=[C:17]([CH:20]=O)[CH:16]=[N:15]1.C([O-])(=O)C.[Na+].C(OC(=O)C)(=O)C. Product: [CH3:13][N:14]1[C:18]([CH3:19])=[C:17]([CH:20]=[C:9]2[C:10](=[O:11])[O:12][C:6]([C:2]3[S:1][CH:5]=[CH:4][CH:3]=3)=[N:8]2)[CH:16]=[N:15]1. The catalyst class is: 6. (6) Reactant: [CH:1]([O:4][C:5]1[CH:6]=[C:7]([CH:26]=[C:27]([C:29](=[O:37])[NH:30][C:31]2[CH:35]=[CH:34][N:33]([CH3:36])[N:32]=2)[CH:28]=1)[O:8][C:9]1[N:10]=[CH:11][C:12]([C:15]([NH:17][NH:18]C(OC(C)(C)C)=O)=[O:16])=[N:13][CH:14]=1)([CH3:3])[CH3:2].Cl.C(OCC)(=O)C. Product: [NH:17]([C:15]([C:12]1[N:13]=[CH:14][C:9]([O:8][C:7]2[CH:26]=[C:27]([CH:28]=[C:5]([O:4][CH:1]([CH3:3])[CH3:2])[CH:6]=2)[C:29]([NH:30][C:31]2[CH:35]=[CH:34][N:33]([CH3:36])[N:32]=2)=[O:37])=[N:10][CH:11]=1)=[O:16])[NH2:18]. The catalyst class is: 13.